From a dataset of Full USPTO retrosynthesis dataset with 1.9M reactions from patents (1976-2016). Predict the reactants needed to synthesize the given product. Given the product [CH:1]1([C:4]2[C:5]([O:6][CH2:7][C:8]3([CH3:19])[CH2:11][N:10]([CH2:12][C:35]4[CH:34]=[C:33]([Cl:32])[CH:40]=[C:39]([Cl:41])[CH:38]=4)[CH2:9]3)=[CH:20][C:21]([F:31])=[C:22]([CH:23]=2)[C:24]([NH:25][S:26]([CH3:29])(=[O:28])=[O:27])=[O:30])[CH2:2][CH2:3]1, predict the reactants needed to synthesize it. The reactants are: [CH:1]1([C:4]2[CH:23]=[C:22]([C:24](=[O:30])[NH:25][S:26]([CH3:29])(=[O:28])=[O:27])[C:21]([F:31])=[CH:20][C:5]=2[O:6][CH2:7][C:8]2([CH3:19])[CH2:11][N:10]([C:12](OC(C)(C)C)=O)[CH2:9]2)[CH2:3][CH2:2]1.[Cl:32][C:33]1[CH:34]=[C:35]([CH:38]=[C:39]([Cl:41])[CH:40]=1)C=O.